From a dataset of Catalyst prediction with 721,799 reactions and 888 catalyst types from USPTO. Predict which catalyst facilitates the given reaction. (1) Reactant: [Cl:1][C:2]1[CH:7]=[CH:6][C:5]([NH:8][CH:9]2[CH2:12][NH:11][CH2:10]2)=[C:4]([N+:13]([O-:15])=[O:14])[CH:3]=1.[CH3:16][S:17](Cl)(=[O:19])=[O:18].C(N(CC)CC)C. Product: [Cl:1][C:2]1[CH:7]=[CH:6][C:5]([NH:8][CH:9]2[CH2:12][N:11]([S:17]([CH3:16])(=[O:19])=[O:18])[CH2:10]2)=[C:4]([N+:13]([O-:15])=[O:14])[CH:3]=1. The catalyst class is: 4. (2) Reactant: C(OC(C1N=C(C2[CH2:16][CH2:15][N:14]([C:17](=[O:29])[CH2:18][N:19]3[C:23]([CH3:24])=[CH:22][C:21]([C:25]([F:28])([F:27])[F:26])=[N:20]3)[CH2:13][CH2:12]2)SC=1)=O)C.Cl.N1(C2SC=C(C(O)=O)N=2)CCNCC1.Cl.[N:46]1([C:52]2[S:53][CH:54]=[C:55]([C:57]([O:59][CH2:60][CH3:61])=[O:58])[N:56]=2)CCNCC1.C(=O)([O-])[O-].[K+].[K+]. Product: [CH2:60]([O:59][C:57]([C:55]1[N:56]=[C:52]([N:46]2[CH2:12][CH2:13][N:14]([C:17](=[O:29])[CH2:18][N:19]3[C:23]([CH3:24])=[CH:22][C:21]([C:25]([F:26])([F:27])[F:28])=[N:20]3)[CH2:15][CH2:16]2)[S:53][CH:54]=1)=[O:58])[CH3:61]. The catalyst class is: 236. (3) Reactant: [Br:1][C:2]1[C:3]2[C:8]([C:9](Br)=[C:10]3[C:15]=1[CH:14]=[CH:13][CH:12]=[CH:11]3)=[CH:7][CH:6]=[CH:5][CH:4]=2.C([Li])(C)(C)C.Cl[Si:23]([CH3:26])([CH3:25])[CH3:24]. Product: [Br:1][C:2]1[C:3]2[C:8]([C:9]([Si:23]([CH3:26])([CH3:25])[CH3:24])=[C:10]3[C:15]=1[CH:14]=[CH:13][CH:12]=[CH:11]3)=[CH:7][CH:6]=[CH:5][CH:4]=2. The catalyst class is: 1. (4) Reactant: [Cl:1][C:2]1[CH:8]=[C:7]([O:9][C:10]([F:13])([F:12])[F:11])[CH:6]=[C:5]([Cl:14])[C:3]=1[NH2:4].[C:15](Cl)(Cl)=[O:16].CCN(C(C)C)C(C)C. Product: [Cl:1][C:2]1[CH:8]=[C:7]([O:9][C:10]([F:13])([F:12])[F:11])[CH:6]=[C:5]([Cl:14])[C:3]=1[N:4]=[C:15]=[O:16]. The catalyst class is: 4. (5) Reactant: [CH:1]1([C:4]2[NH:8][N:7]=[C:6]([NH:9][C:10]3[CH:15]=[C:14](F)[C:13]([F:17])=[CH:12][C:11]=3[N+:18]([O-:20])=[O:19])[CH:5]=2)[CH2:3][CH2:2]1.[F:21][C:22]1[CH:27]=[CH:26][C:25]([C@@H:28]([NH2:30])[CH3:29])=[CH:24][CH:23]=1.CCN(C(C)C)C(C)C. The catalyst class is: 114. Product: [CH:1]1([C:4]2[NH:8][N:7]=[C:6]([NH:9][C:10]3[C:11]([N+:18]([O-:20])=[O:19])=[CH:12][C:13]([F:17])=[C:14]([NH:30][C@H:28]([C:25]4[CH:26]=[CH:27][C:22]([F:21])=[CH:23][CH:24]=4)[CH3:29])[CH:15]=3)[CH:5]=2)[CH2:3][CH2:2]1.